Dataset: Forward reaction prediction with 1.9M reactions from USPTO patents (1976-2016). Task: Predict the product of the given reaction. (1) Given the reactants [Cl:1][C:2]1[CH:7]=[CH:6][C:5]([C:8]2[N:9]=[C:10]([N:19]3[CH:23]=[CH:22][N:21]=[C:20]3[S:24]([CH3:27])(=[O:26])=[O:25])[O:11][C:12]=2[CH2:13][CH2:14][C:15]([O:17]C)=[O:16])=[CH:4][CH:3]=1.[OH-].[Na+].Cl, predict the reaction product. The product is: [Cl:1][C:2]1[CH:3]=[CH:4][C:5]([C:8]2[N:9]=[C:10]([N:19]3[CH:23]=[CH:22][N:21]=[C:20]3[S:24]([CH3:27])(=[O:26])=[O:25])[O:11][C:12]=2[CH2:13][CH2:14][C:15]([OH:17])=[O:16])=[CH:6][CH:7]=1. (2) Given the reactants [NH2:1][CH2:2][C@H:3]1[CH2:7][CH2:6][N:5]([C:8]([O:10][C:11]([CH3:14])([CH3:13])[CH3:12])=[O:9])[CH2:4]1.[CH3:15][O:16][C:17]1[CH:25]=[CH:24][C:20]([C:21](O)=[O:22])=[CH:19][CH:18]=1, predict the reaction product. The product is: [C:11]([O:10][C:8]([N:5]1[CH2:6][CH2:7][C@H:3]([CH2:2][NH:1][C:21](=[O:22])[C:20]2[CH:24]=[CH:25][C:17]([O:16][CH3:15])=[CH:18][CH:19]=2)[CH2:4]1)=[O:9])([CH3:14])([CH3:13])[CH3:12]. (3) Given the reactants [CH3:1][S:2](Cl)(=[O:4])=[O:3].[F:6][C:7]([F:26])([F:25])[C:8]1[N:12]2[N:13]=[C:14]([N:17]3[CH2:22][CH2:21][CH:20]([CH2:23][OH:24])[CH2:19][CH2:18]3)[CH:15]=[CH:16][C:11]2=[N:10][N:9]=1.C(N(CC)CC)C, predict the reaction product. The product is: [CH3:1][S:2]([O:24][CH2:23][CH:20]1[CH2:21][CH2:22][N:17]([C:14]2[CH:15]=[CH:16][C:11]3[N:12]([C:8]([C:7]([F:6])([F:25])[F:26])=[N:9][N:10]=3)[N:13]=2)[CH2:18][CH2:19]1)(=[O:4])=[O:3].